Dataset: Catalyst prediction with 721,799 reactions and 888 catalyst types from USPTO. Task: Predict which catalyst facilitates the given reaction. (1) Reactant: [NH2:1][C@@H:2]([C:66]([CH3:69])([CH3:68])[CH3:67])[C:3]([N:5]1[C@H:9]([C:10](=[O:22])[NH:11][C@H:12]2[C:21]3[C:16](=[CH:17][CH:18]=[CH:19][CH:20]=3)[CH2:15][CH2:14][CH2:13]2)[CH2:8][C@H:7]([C:23]2[CH:32]=[C:31]3[C:26]([CH2:27][C@@H:28]([C:53](=[O:65])[NH:54][C@H:55]4[C:64]5[C:59](=[CH:60][CH:61]=[CH:62][CH:63]=5)[CH2:58][CH2:57][CH2:56]4)[N:29]([C:33](=[O:52])[C@@H:34]([NH:44]C(OC(C)(C)C)=O)[C:35]([S:38][CH2:39][C:40]([O:42][CH3:43])=[O:41])([CH3:37])[CH3:36])[CH2:30]3)=[CH:25][CH:24]=2)[CH2:6]1)=[O:4].C(O)(C(F)(F)F)=O. Product: [NH2:44][C@H:34]([C:33]([N:29]1[C@H:28]([C:53](=[O:65])[NH:54][C@H:55]2[C:64]3[C:59](=[CH:60][CH:61]=[CH:62][CH:63]=3)[CH2:58][CH2:57][CH2:56]2)[CH2:27][C:26]2[C:31](=[CH:32][C:23]([C@H:7]3[CH2:8][C@@H:9]([C:10](=[O:22])[NH:11][C@H:12]4[C:21]5[C:16](=[CH:17][CH:18]=[CH:19][CH:20]=5)[CH2:15][CH2:14][CH2:13]4)[N:5]([C:3](=[O:4])[C@@H:2]([NH2:1])[C:66]([CH3:69])([CH3:68])[CH3:67])[CH2:6]3)=[CH:24][CH:25]=2)[CH2:30]1)=[O:52])[C:35]([S:38][CH2:39][C:40]([O:42][CH3:43])=[O:41])([CH3:37])[CH3:36]. The catalyst class is: 2. (2) Reactant: [NH2:1][C:2]1[CH:3]=[CH:4][C:5]2[CH2:9][O:8][B:7]([OH:10])[C:6]=2[CH:11]=1.CCN(CC)CC.[F:19][C:20]([F:31])([F:30])[C:21]1[CH:29]=[CH:28][CH:27]=[CH:26][C:22]=1[C:23](Cl)=[O:24]. Product: [OH:10][B:7]1[C:6]2[CH:11]=[C:2]([NH:1][C:23](=[O:24])[C:22]3[CH:26]=[CH:27][CH:28]=[CH:29][C:21]=3[C:20]([F:19])([F:30])[F:31])[CH:3]=[CH:4][C:5]=2[CH2:9][O:8]1. The catalyst class is: 2. (3) Reactant: CS(O[CH2:6][CH2:7][N:8]1[CH2:12][CH:11]([C:13]2[CH:18]=[CH:17][CH:16]=[C:15]([C:19]([F:22])([F:21])[F:20])[CH:14]=2)[N:10]([C:23]2[CH:28]=[CH:27][C:26]([O:29][C:30]3[CH:35]=[CH:34][C:33]([Cl:36])=[CH:32][CH:31]=3)=[CH:25][CH:24]=2)[C:9]1=[O:37])(=O)=O.[NH2:38][CH2:39][CH2:40][OH:41]. Product: [Cl:36][C:33]1[CH:32]=[CH:31][C:30]([O:29][C:26]2[CH:25]=[CH:24][C:23]([N:10]3[CH:11]([C:13]4[CH:18]=[CH:17][CH:16]=[C:15]([C:19]([F:20])([F:22])[F:21])[CH:14]=4)[CH2:12][N:8]([CH2:7][CH2:6][NH:38][CH2:39][CH2:40][OH:41])[C:9]3=[O:37])=[CH:28][CH:27]=2)=[CH:35][CH:34]=1. The catalyst class is: 1. (4) Reactant: [S:1]1[CH:5]=[CH:4][N:3]=[CH:2]1.[Li]CCCC.CCCCCC.[CH3:17][C:18]([CH3:28])([CH3:27])/[CH:19]=[N:20]/[S:21]([C:23]([CH3:26])([CH3:25])[CH3:24])=[O:22]. Product: [CH3:17][C:18]([CH3:28])([CH3:27])[CH:19]([NH:20][S:21]([C:23]([CH3:26])([CH3:25])[CH3:24])=[O:22])[C:2]1[S:1][CH:5]=[CH:4][N:3]=1. The catalyst class is: 1. (5) Reactant: [CH:1]1([CH:6]([NH:24][C:25]2[CH:34]=[CH:33][C:28]([C:29]([O:31]C)=[O:30])=[CH:27][N:26]=2)[C:7]2[CH:12]=[C:11]([CH3:13])[C:10]([N:14]3[CH:18]=[C:17]([C:19]([F:22])([F:21])[F:20])[CH:16]=[N:15]3)=[C:9]([CH3:23])[CH:8]=2)[CH2:5][CH2:4][CH2:3][CH2:2]1.[OH-].[Na+]. Product: [CH:1]1([CH:6]([NH:24][C:25]2[CH:34]=[CH:33][C:28]([C:29]([OH:31])=[O:30])=[CH:27][N:26]=2)[C:7]2[CH:8]=[C:9]([CH3:23])[C:10]([N:14]3[CH:18]=[C:17]([C:19]([F:21])([F:22])[F:20])[CH:16]=[N:15]3)=[C:11]([CH3:13])[CH:12]=2)[CH2:2][CH2:3][CH2:4][CH2:5]1. The catalyst class is: 83. (6) Reactant: [CH3:1][N:2]1[C:10]2[C:5](=[CH:6][C:7](B3OC(C)(C)C(C)(C)O3)=[CH:8][CH:9]=2)[CH2:4][C:3]1=[O:20].Br[C:22]1[CH:23]=[N:24][CH:25]=[C:26]([O:28][CH2:29][CH3:30])[CH:27]=1.P([O-])([O-])([O-])=O.[K+].[K+].[K+].CN(C=O)C. Product: [CH2:29]([O:28][C:26]1[CH:27]=[C:22]([C:7]2[CH:6]=[C:5]3[C:10](=[CH:9][CH:8]=2)[N:2]([CH3:1])[C:3](=[O:20])[CH2:4]3)[CH:23]=[N:24][CH:25]=1)[CH3:30]. The catalyst class is: 668. (7) Reactant: [CH3:1][O:2][C:3]1[CH:4]=[C:5]2[C:9](=[CH:10][C:11]=1[O:12][CH3:13])[CH2:8][C:7]([C:14]([NH:16][C:17]1[CH:26]=[CH:25][CH:24]=[CH:23][C:18]=1[C:19]([O:21]C)=[O:20])=[O:15])=[CH:6]2.[OH-].[Na+]. Product: [CH3:1][O:2][C:3]1[CH:4]=[C:5]2[C:9](=[CH:10][C:11]=1[O:12][CH3:13])[CH2:8][C:7]([C:14]([NH:16][C:17]1[CH:26]=[CH:25][CH:24]=[CH:23][C:18]=1[C:19]([OH:21])=[O:20])=[O:15])=[CH:6]2. The catalyst class is: 36.